This data is from Forward reaction prediction with 1.9M reactions from USPTO patents (1976-2016). The task is: Predict the product of the given reaction. (1) Given the reactants Cl[C:2]1[CH:7]=[CH:6][C:5]([N+:8]([O-:10])=[O:9])=[CH:4][N:3]=1.[CH2:11]([Sn](CCCC)(CCCC)C=C)[CH2:12]CC.O, predict the reaction product. The product is: [N+:8]([C:5]1[CH:6]=[CH:7][C:2]([CH:11]=[CH2:12])=[N:3][CH:4]=1)([O-:10])=[O:9]. (2) Given the reactants I[C:2]1[CH:7]=[CH:6][C:5]([O:8][CH3:9])=[CH:4][CH:3]=1.C([Si](C)(C)C)#C.C1(C)C=CC([C:22]#[C:23][C:24]([OH:26])=[O:25])=CC=1, predict the reaction product. The product is: [CH3:9][O:8][C:5]1[CH:6]=[CH:7][C:2]([C:22]#[C:23][C:24]([OH:26])=[O:25])=[CH:3][CH:4]=1. (3) The product is: [C:57]([O:56][C:54]([N:51]1[CH2:52][CH2:53][C@@H:48]([N:47]=[C:40]([C:34]2[CH:39]=[CH:38][CH:37]=[CH:36][CH:35]=2)[C:41]2[CH:46]=[CH:45][CH:44]=[CH:43][CH:42]=2)[C@@H:49]([N:78]=[N+:79]=[N-:80])[CH2:50]1)=[O:55])([CH3:59])([CH3:58])[CH3:60]. Given the reactants C1(P(C2C=CC=CC=2)C2C=CC=CC=2)C=CC=CC=1.CC(OC(/N=N/C(OC(C)C)=O)=O)C.[C:34]1([C:40](=[N:47][C@@H:48]2[CH2:53][CH2:52][N:51]([C:54]([O:56][C:57]([CH3:60])([CH3:59])[CH3:58])=[O:55])[CH2:50][C@H:49]2O)[C:41]2[CH:46]=[CH:45][CH:44]=[CH:43][CH:42]=2)[CH:39]=[CH:38][CH:37]=[CH:36][CH:35]=1.P([N:78]=[N+:79]=[N-:80])(OC1C=CC=CC=1)(OC1C=CC=CC=1)=O, predict the reaction product. (4) Given the reactants [H-].[Na+].[CH3:3][O:4][C:5]([CH2:7]P(OC)(OC)=O)=[O:6].[O:14]1[C:18]2([CH2:23][CH2:22][C:21](=O)[CH2:20][CH2:19]2)[O:17][CH2:16][CH2:15]1, predict the reaction product. The product is: [O:14]1[C:18]2([CH2:23][CH2:22][C:21](=[CH:7][C:5]([O:4][CH3:3])=[O:6])[CH2:20][CH2:19]2)[O:17][CH2:16][CH2:15]1. (5) Given the reactants [CH3:1][C:2]1([CH3:25])[C:6]([C:7]2[CH:12]=[C:11]([C:13]([O:15][CH3:16])=[O:14])[CH:10]=[CH:9][C:8]=2[C:17]2[CH:22]=[C:21]([OH:23])[CH:20]=[CH:19][C:18]=2[F:24])=[CH:5][CH2:4][CH2:3]1.N1C=CN=C1.[CH:31]([Si:34](Cl)([CH:38]([CH3:40])[CH3:39])[CH:35]([CH3:37])[CH3:36])([CH3:33])[CH3:32], predict the reaction product. The product is: [CH3:1][C:2]1([CH3:25])[C:6]([C:7]2[CH:12]=[C:11]([C:13]([O:15][CH3:16])=[O:14])[CH:10]=[CH:9][C:8]=2[C:17]2[CH:22]=[C:21]([O:23][Si:34]([CH:38]([CH3:40])[CH3:39])([CH:35]([CH3:37])[CH3:36])[CH:31]([CH3:33])[CH3:32])[CH:20]=[CH:19][C:18]=2[F:24])=[CH:5][CH2:4][CH2:3]1. (6) Given the reactants Cl.[OH:2][CH:3]1[O:11][C@H:10]([CH2:12][OH:13])[C@@H:8]([OH:9])[C@H:6]([OH:7])[C@@H:4]1[NH2:5].C[O-].[Na+].[I:17][CH2:18][C:19](O[C:19](=[O:20])[CH2:18][I:17])=[O:20].C([O-])(O)=O.[Na+], predict the reaction product. The product is: [I:17][CH2:18][C:19]([NH:5][C@H:4]1[C@@H:6]([OH:7])[C@H:8]([OH:9])[C@@H:10]([CH2:12][OH:13])[O:11][CH:3]1[OH:2])=[O:20]. (7) Given the reactants C([S:4][CH2:5][C:6]1[CH:11]=[C:10]([N:12]2[CH2:17][CH2:16][O:15][CH2:14][C@@H:13]2[CH3:18])[N:9]=[C:8]([C:19]2[CH:24]=[CH:23][C:22]([NH:25][C:26]([NH:28][C:29]3[CH:34]=[CH:33][CH:32]=[CH:31][CH:30]=3)=[O:27])=[CH:21][CH:20]=2)[N:7]=1)(=N)N.Br[CH:36]1[CH2:40][CH2:39][NH:38][C:37]1=[O:41].[OH-].[Na+].CO, predict the reaction product. The product is: [CH3:18][C@H:13]1[CH2:14][O:15][CH2:16][CH2:17][N:12]1[C:10]1[CH:11]=[C:6]([CH2:5][S:4][CH:36]2[CH2:40][CH2:39][NH:38][C:37]2=[O:41])[N:7]=[C:8]([C:19]2[CH:20]=[CH:21][C:22]([NH:25][C:26]([NH:28][C:29]3[CH:30]=[CH:31][CH:32]=[CH:33][CH:34]=3)=[O:27])=[CH:23][CH:24]=2)[N:9]=1.